Dataset: Peptide-MHC class II binding affinity with 134,281 pairs from IEDB. Task: Regression. Given a peptide amino acid sequence and an MHC pseudo amino acid sequence, predict their binding affinity value. This is MHC class II binding data. (1) The peptide sequence is KDKWIALKESWGAIW. The MHC is HLA-DPA10201-DPB11401 with pseudo-sequence HLA-DPA10201-DPB11401. The binding affinity (normalized) is 0.0569. (2) The peptide sequence is CDGERPTLAFLQDVM. The MHC is DRB1_0101 with pseudo-sequence DRB1_0101. The binding affinity (normalized) is 0.329. (3) The peptide sequence is KWVERRQQAEMSKIT. The MHC is DRB1_0101 with pseudo-sequence DRB1_0101. The binding affinity (normalized) is 0.675. (4) The peptide sequence is GEPVVVHITDDNEEP. The MHC is DRB1_0301 with pseudo-sequence DRB1_0301. The binding affinity (normalized) is 0. (5) The peptide sequence is QITLIKTPSLDIEGG. The MHC is DRB1_0101 with pseudo-sequence DRB1_0101. The binding affinity (normalized) is 0.770.